The task is: Regression. Given a target protein amino acid sequence and a drug SMILES string, predict the binding affinity score between them. We predict pIC50 (pIC50 = -log10(IC50 in M); higher means more potent). Dataset: bindingdb_ic50.. This data is from Drug-target binding data from BindingDB using IC50 measurements. (1) The small molecule is Oc1cc(Cl)ccc1Oc1ccc(NCc2ccccc2)cc1Cl. The target protein sequence is MVGFKLLTLGAFVAGELTLVGPAGTMAFTVPNATGAKPLVTSVSVRPSWSSARQNAFSSSSSRSQSSVRPHSAFVTNRLETAGETGTQHRAADSAAGVGAAQSAFPIDLRGQTAFVAGVADSHGYGWAIAKHLASAGARVALGTWPPVLGLFQKSLQSGRLDEDRKLPDGSLIEFAGVYPLDAAFDKPEDVPQDIKDNKRYAGVDGYTIKEVAVKVKQDLGNIDILVHSLANGPEVTKPLLETSRKGYLAASSNSAYSFVSLLQHFGPIMNEGGSAVTLSYLAAERVVPGYGGGMSSAKAALESDTRTLAWEAGQKYGVRVNAISAGPLKSRAASAIGKSGEKSFIDYAIDYSYNNAPLRRDLHSDDVGGAALFLLSPLARAVSGVTLYVDNGLHAMGQAVDSRSMPPLQRATQEIN. The pIC50 is 7.9. (2) The small molecule is Cc1ccc(C)c(-c2ccc(C(C)C)n2CC[C@@H]2C[C@@H](O)CC(=O)O2)c1. The target protein (P51639) has sequence MLSRLFRMHGLFVASHPWEVIVGTVTLTICMMSMNMFTGNNKICGWNYECPKFEEDVLSSDIIILTITRCIAILYIYFQFQNLRQLGSKYILGIAGLFTIFSSFVFSTVVIHFLDKELTGLNEALPFFLLLIDLSRASALAKFALSSNSQDEVRENIARGMAILGPTFTLDALVECLVIGVGTMSGVRQLEIMCCFGCMSVLANYFVFMTFFPACVSLVLELSRESREGRPIWQLSHFARVLEEEENKPNPVTQRVKMIMSLGLVLVHAHSRWIADPSPQNSTAEQSKVSLGLAEDVSKRIEPSVSLWQFYLSKMISMDIEQVITLSLALLLAVKYIFFEQAETESTLSLKNPITSPVVTPKKAQDNCCRREPLLVRRNQKLSSVEEDPGVNQDRKVEVIKPLVAEAETSGRATFVLGASAASPPLALGAQEPGIELPSEPRPNEECLQILESAEKGAKFLSDAEIIQLVNAKHIPAYKLETLMETHERGVSIRRQLLSA.... The pIC50 is 4.8. (3) The drug is Cc1ccc(NC(=O)c2ccc(C)c(Nc3nccc(-c4cccnc4)n3)c2)cc1. The target protein sequence is MVDPVGFAEAWKAQFPDSEPPRMELRSVGDIEQELERCKASIRRLEQEVNQERFRMIYLQTLLAKEKKSYDRQRWGFRRAAQAPDGASEPRASASRPQPAPADGADPPPAEEPEARPDGEGSPGKARPGTARRPGAAASGERDDRGPPASVAALRSNFERIRKGHGQPGADAEKPFYVNVEFHHERGLVKVNDKEVSDRISSLGSQAMQMERKKSQHGAGSSVGDASRPPYRGRSSESSCGVDGDYEDAELNPRFLKDNLIDANGGSRPPWPPLEYQPYQSIYVGGMMEGEGKGPLLRSQSTSEQEKRLTWPRRSYSPRSFEDCGGGYTPDCSSNENLTSSEEDFSSGQSSRVSPSPTTYRMFRDKSRSPSQNSQQSFDSSSPPTPQCHKRHRHCPVVVSEATIVGVRKTGQIWPNDGEGAFHGDADGSFGTPPGYGCAADRAEEQRRHQDGLPYIDDSPSSSPHLSSKGRGSRDALVSGALESTKASELDLEKGLEMRK.... The pIC50 is 6.0. (4) The drug is CC1(CC(=O)Nc2ccc(Cl)cc2Cl)C(=O)N(c2ccc(Cl)cc2)N(c2ccc(Cl)cc2)C1=O. The target protein (P61431) has sequence MINKDIYQALQQLIPNEKIKVDEPLKRYTYTKTGGNADFYITPTKNEEVQAVVKYAYQNEIPVTYLGNGSNIIIREGGIRGIVISLLSLDHIEVSDDAIIAGSGAAIIDVSRVARDYALTGLEFACGIPGSIGGAVYMNAGAYGGEVKDCIDYALCVNEQGSLIKLTTKELELDYRNSIIQKEHLVVLEAAFTLAPGKMTEIQAKMDDLTERRESKQPLEYPSCGSVFQRPPGHFAGKLIQDSNLQGHRIGGVEVSTKHAGFMVNVDNGTATDYENLIHYVQKTVKEKFGIELNREVRIIGEHPKES. The pIC50 is 5.4. (5) The compound is Cn1nc(Nc2nc(N[C@@H](COC(=O)NO)c3ccccc3)nc3n[nH]cc23)cc1C(C)(C)C. The target protein (Q9HW02) has sequence MVKEPNGVTRTMRRIRRIHFVGIGGAGMCGIAEVLLNLGYEVSGSDLKASAVTERLEKFGAQIFIGHQAENADGADVLVVSSAINRANPEVASALERRIPVVPRAEMLAELMRYRHGIAVAGTHGKTTTTSLIASVFAAGGLDPTFVIGGRLNAAGTNAQLGASRYLVAEADESDASFLHLQPMVAVVTNIDADHMATYGGDFNKLKKTFVEFLHNLPFYGLAVMCVDDPVVREILPQIARPTVTYGLSEDADVRAINIRQEGMRTWFTVLRPEREPLDVSVNMPGLHNVLNSLATIVIATDEGISDEAIVQGLSGFQGVGRRFQVYGELQVEGGSVMLVDDYGHHPREVAAVIKAIRGGWPERRLVMVYQPHRYTRTRDLYEDFVQVLGEANVLLLMEVYPAGEEPIPGADSRQLCHSIRQRGQLDPIYFERDADLAPLVKPLLRAGDILLCQGAGDVGGLAPQLIKNPLFAGKGGKGA. The pIC50 is 8.2. (6) The pIC50 is 4.4. The small molecule is CN(CC(=O)c1c(-c2ccccc2)[nH]c2ccc(F)cc12)CC(=O)N1CCOCC1. The target protein (Q8K4Z6) has sequence MALLITVVTCFMIILDTSQSCHTPDDFVAITSPGHIMIGGLFAIHEKMLSSDDHPRRPQIQKCAGFEISVFLQTLAMIHSIEMINNSTLLSGVKLGYEIYDTCTEVTAAMAATLRFLSKFNCSRETVVFQCDYSSYMPRVKAVIGAGYSETSIAVSRMLNLQLMPQVSYESTAEILSDKIRFPSFLRTVPSDFYQTKAMAHLIRQSGWNWIGAITTDDDYGRLALNTFAIQAAENNVCIAFKEVLPAFLSDNTIEVRINQTLEKIIAEAQVNVIVVFLRKFHVFNLFTKAIERKISKIWIASDNWSTATKIITIPNVKKLGKVVGFAFRRGNTSSFHSFLQTLHMYPNDNNKPLHEFAMLVSACKYIKDGDLSQCISNYSQATLTYDTTKTIENHLFKRNDFLWHYTEPGLIYSIQLAVFALGHAIRDLCQARDCKKPNAFQPWELLAVLKNVTFTDGRNSFHFDAHGDLNTGYDVVLWKETNGLMTVTKMAEYDLQRDV....